Predict the reactants needed to synthesize the given product. From a dataset of Retrosynthesis with 50K atom-mapped reactions and 10 reaction types from USPTO. (1) The reactants are: COC(=O)[C@@H](N)CCCNC(=N)N. Given the product N=C(N)NCCC[C@H](N)C(=O)O, predict the reactants needed to synthesize it. (2) Given the product OC[C@H](O)[C@@H](O)[C@H](O)CO, predict the reactants needed to synthesize it. The reactants are: O=C[C@H](O)[C@@H](O)[C@H](O)CO.